Dataset: Peptide-MHC class II binding affinity with 134,281 pairs from IEDB. Task: Regression. Given a peptide amino acid sequence and an MHC pseudo amino acid sequence, predict their binding affinity value. This is MHC class II binding data. (1) The peptide sequence is QKYCPNKICTSKGDS. The MHC is DRB1_1201 with pseudo-sequence DRB1_1201. The binding affinity (normalized) is 0.232. (2) The peptide sequence is AGYLVGRKPLAFFSW. The MHC is DRB1_0404 with pseudo-sequence DRB1_0404. The binding affinity (normalized) is 0.181. (3) The peptide sequence is EFIAKVRSHAAIGAY. The MHC is DRB3_0301 with pseudo-sequence DRB3_0301. The binding affinity (normalized) is 0.683. (4) The peptide sequence is VVKVQRPTPKGTVMDII. The MHC is DRB1_0101 with pseudo-sequence DRB1_0101. The binding affinity (normalized) is 0.335. (5) The peptide sequence is FKVQFLFSSMIDPLI. The MHC is DRB1_0701 with pseudo-sequence DRB1_0701. The binding affinity (normalized) is 0.894. (6) The binding affinity (normalized) is 0.979. The MHC is DRB1_0101 with pseudo-sequence DRB1_0101. The peptide sequence is GWPYIGSRSQILGRS.